From a dataset of Catalyst prediction with 721,799 reactions and 888 catalyst types from USPTO. Predict which catalyst facilitates the given reaction. (1) Reactant: [Cl:1][C:2]1[C:11]2[C:6](=[CH:7][CH:8]=[CH:9][CH:10]=2)[N:5]=[CH:4][C:3]=1[C:12](N(OC)C)=[O:13].[CH3:18][Mg]Br. Product: [Cl:1][C:2]1[C:11]2[C:6](=[CH:7][CH:8]=[CH:9][CH:10]=2)[N:5]=[CH:4][C:3]=1[C:12](=[O:13])[CH3:18]. The catalyst class is: 116. (2) Reactant: [OH-:1].[Na+].[CH3:3][C:4]([O:7][C:8]([N:10]([C:49]([O:51]C(C)(C)C)=[O:50])[C:11]([C:13]1[CH:14]=[C:15](B2OC(C)(C)C(C)(C)O2)[CH:16]=[C:17]2[C:21]=1[N:20]([C:22]([O:24][C:25]([CH3:28])([CH3:27])[CH3:26])=[O:23])[CH:19]=[C:18]2[CH:29]1[CH2:34][CH2:33][N:32]([S:35]([CH2:38][CH3:39])(=[O:37])=[O:36])[CH2:31][CH2:30]1)=[O:12])=[O:9])([CH3:6])[CH3:5].OO. Product: [CH3:3][C:4]([O:7][C:8]([N:10]([C:49]([O:51][C:4]([CH3:6])([CH3:5])[CH3:3])=[O:50])[C:11]([C:13]1[CH:14]=[C:15]([OH:1])[CH:16]=[C:17]2[C:21]=1[N:20]([C:22]([O:24][C:25]([CH3:28])([CH3:26])[CH3:27])=[O:23])[CH:19]=[C:18]2[CH:29]1[CH2:30][CH2:31][N:32]([S:35]([CH2:38][CH3:39])(=[O:36])=[O:37])[CH2:33][CH2:34]1)=[O:12])=[O:9])([CH3:6])[CH3:5]. The catalyst class is: 57. (3) Reactant: Cl[C:2]1[N:11]=[C:10]([N:12]([C:14]2[CH:19]=[CH:18][C:17]([O:20][CH3:21])=[CH:16][CH:15]=2)[CH3:13])[C:9]2[C:4](=[CH:5][CH:6]=[C:7]([N+:22]([O-:24])=[O:23])[CH:8]=2)[N:3]=1.[CH2:25]([CH2:27][NH2:28])[OH:26]. Product: [CH3:21][O:20][C:17]1[CH:18]=[CH:19][C:14]([N:12]([CH3:13])[C:10]2[C:9]3[C:4](=[CH:5][CH:6]=[C:7]([N+:22]([O-:24])=[O:23])[CH:8]=3)[N:3]=[C:2]([NH:28][CH2:27][CH2:25][OH:26])[N:11]=2)=[CH:15][CH:16]=1. The catalyst class is: 114. (4) Reactant: [OH-].[Na+].[CH2:3]([O:5][C:6]1[CH:11]=[C:10]([C:12]([O:14]C)=[O:13])[CH:9]=[CH:8][C:7]=1[C:16]1[CH:21]=[CH:20][CH:19]=[CH:18][C:17]=1[C:22]([F:25])([F:24])[F:23])[CH3:4]. Product: [CH2:3]([O:5][C:6]1[CH:11]=[C:10]([C:12]([OH:14])=[O:13])[CH:9]=[CH:8][C:7]=1[C:16]1[CH:21]=[CH:20][CH:19]=[CH:18][C:17]=1[C:22]([F:23])([F:24])[F:25])[CH3:4]. The catalyst class is: 14. (5) Reactant: [N:1]1([C:7]2[CH:12]=[C:11]([CH2:13][S:14]([C:17]3[CH:22]=[CH:21][CH:20]=[CH:19][CH:18]=3)(=[O:16])=[O:15])[N:10]=[C:9]([C:23]3[CH:28]=[CH:27][C:26]([NH2:29])=[CH:25][CH:24]=3)[N:8]=2)[CH2:6][CH2:5][O:4][CH2:3][CH2:2]1.C(=O)(O)[O-].[Na+].Cl[C:36]([O:38][C:39]1[CH:44]=[CH:43][CH:42]=[CH:41][CH:40]=1)=[O:37]. Product: [N:1]1([C:7]2[CH:12]=[C:11]([CH2:13][S:14]([C:17]3[CH:18]=[CH:19][CH:20]=[CH:21][CH:22]=3)(=[O:15])=[O:16])[N:10]=[C:9]([C:23]3[CH:24]=[CH:25][C:26]([NH:29][C:36](=[O:37])[O:38][C:39]4[CH:44]=[CH:43][CH:42]=[CH:41][CH:40]=4)=[CH:27][CH:28]=3)[N:8]=2)[CH2:2][CH2:3][O:4][CH2:5][CH2:6]1. The catalyst class is: 12. (6) Reactant: [C:1]([C:3]1[CH:8]=[CH:7][C:6]([C:9]2[N:13]3[CH:14]=[C:15]([C:18]4[CH:26]=[CH:25][C:21]([C:22](O)=[O:23])=[CH:20][CH:19]=4)[CH:16]=[CH:17][C:12]3=[N:11][CH:10]=2)=[CH:5][CH:4]=1)#[N:2].CN(C(ON1N=NC2C=CC=NC1=2)=[N+](C)C)C.F[P-](F)(F)(F)(F)F.CN1CCOCC1.[C:58]1([N:64]2[CH2:69][CH2:68][NH:67][CH2:66][CH2:65]2)[CH:63]=[CH:62][CH:61]=[CH:60][CH:59]=1. Product: [C:58]1([N:64]2[CH2:69][CH2:68][N:67]([C:22]([C:21]3[CH:20]=[CH:19][C:18]([C:15]4[CH:16]=[CH:17][C:12]5[N:13]([C:9]([C:6]6[CH:5]=[CH:4][C:3]([C:1]#[N:2])=[CH:8][CH:7]=6)=[CH:10][N:11]=5)[CH:14]=4)=[CH:26][CH:25]=3)=[O:23])[CH2:66][CH2:65]2)[CH:63]=[CH:62][CH:61]=[CH:60][CH:59]=1. The catalyst class is: 18.